This data is from HIV replication inhibition screening data with 41,000+ compounds from the AIDS Antiviral Screen. The task is: Binary Classification. Given a drug SMILES string, predict its activity (active/inactive) in a high-throughput screening assay against a specified biological target. (1) The drug is CC(=O)NC(CCCCNC(=O)OCc1ccccc1)C(=O)O. The result is 0 (inactive). (2) The molecule is CCCCCc1cc(O)cc2c1Oc1cc(O)cc(C(=O)CCCC)c1C(=O)O2. The result is 0 (inactive). (3) The compound is NCCCCC(NC(=O)OCc1ccccc1)C(=O)NCC(N)=O. The result is 0 (inactive).